This data is from NCI-60 drug combinations with 297,098 pairs across 59 cell lines. The task is: Regression. Given two drug SMILES strings and cell line genomic features, predict the synergy score measuring deviation from expected non-interaction effect. (1) Drug 1: CCC(=C(C1=CC=CC=C1)C2=CC=C(C=C2)OCCN(C)C)C3=CC=CC=C3.C(C(=O)O)C(CC(=O)O)(C(=O)O)O. Drug 2: C1=NC2=C(N=C(N=C2N1C3C(C(C(O3)CO)O)F)Cl)N. Cell line: SK-MEL-5. Synergy scores: CSS=11.0, Synergy_ZIP=-4.43, Synergy_Bliss=0.206, Synergy_Loewe=-10.6, Synergy_HSA=1.58. (2) Drug 1: C1=CC=C(C=C1)NC(=O)CCCCCCC(=O)NO. Drug 2: C1=CC=C(C(=C1)C(C2=CC=C(C=C2)Cl)C(Cl)Cl)Cl. Cell line: UACC62. Synergy scores: CSS=12.7, Synergy_ZIP=-7.72, Synergy_Bliss=-0.374, Synergy_Loewe=-33.3, Synergy_HSA=-2.24. (3) Drug 1: C1CC(=O)NC(=O)C1N2C(=O)C3=CC=CC=C3C2=O. Drug 2: CC(C)CN1C=NC2=C1C3=CC=CC=C3N=C2N. Cell line: SNB-75. Synergy scores: CSS=-1.83, Synergy_ZIP=0.171, Synergy_Bliss=-0.637, Synergy_Loewe=-1.67, Synergy_HSA=-1.77. (4) Drug 1: CS(=O)(=O)C1=CC(=C(C=C1)C(=O)NC2=CC(=C(C=C2)Cl)C3=CC=CC=N3)Cl. Drug 2: C1=NNC2=C1C(=O)NC=N2. Cell line: SK-MEL-5. Synergy scores: CSS=-0.693, Synergy_ZIP=2.46, Synergy_Bliss=3.53, Synergy_Loewe=-3.70, Synergy_HSA=-1.98. (5) Drug 2: COCCOC1=C(C=C2C(=C1)C(=NC=N2)NC3=CC=CC(=C3)C#C)OCCOC.Cl. Drug 1: CC(CN1CC(=O)NC(=O)C1)N2CC(=O)NC(=O)C2. Synergy scores: CSS=11.2, Synergy_ZIP=-4.89, Synergy_Bliss=-2.17, Synergy_Loewe=-0.678, Synergy_HSA=-0.482. Cell line: SNB-19. (6) Drug 1: C1CCC(CC1)NC(=O)N(CCCl)N=O. Drug 2: CC1C(C(CC(O1)OC2CC(OC(C2O)C)OC3=CC4=CC5=C(C(=O)C(C(C5)C(C(=O)C(C(C)O)O)OC)OC6CC(C(C(O6)C)O)OC7CC(C(C(O7)C)O)OC8CC(C(C(O8)C)O)(C)O)C(=C4C(=C3C)O)O)O)O. Cell line: DU-145. Synergy scores: CSS=5.30, Synergy_ZIP=-2.08, Synergy_Bliss=-2.87, Synergy_Loewe=-4.04, Synergy_HSA=-3.87.